This data is from Forward reaction prediction with 1.9M reactions from USPTO patents (1976-2016). The task is: Predict the product of the given reaction. Given the reactants [Cl:1][C:2]1[CH:3]=[C:4]([CH:26]=[CH:27][C:28]=1[O:29][CH3:30])[CH2:5][NH:6][C:7]1[C:12]([C:13]([NH:15][CH2:16][C:17]2[N:22]=[CH:21][CH:20]=[CH:19][N:18]=2)=[O:14])=[CH:11][N:10]=[C:9](S(C)=O)[N:8]=1.[CH2:31]1[C:34]2([CH2:39][CH2:38][NH:37][CH2:36][CH2:35]2)[CH2:33][CH2:32]1.C(N(CC)CC)C.O, predict the reaction product. The product is: [Cl:1][C:2]1[CH:3]=[C:4]([CH:26]=[CH:27][C:28]=1[O:29][CH3:30])[CH2:5][NH:6][C:7]1[C:12]([C:13]([NH:15][CH2:16][C:17]2[N:22]=[CH:21][CH:20]=[CH:19][N:18]=2)=[O:14])=[CH:11][N:10]=[C:9]([N:37]2[CH2:38][CH2:39][C:34]3([CH2:31][CH2:32][CH2:33]3)[CH2:35][CH2:36]2)[N:8]=1.